From a dataset of Forward reaction prediction with 1.9M reactions from USPTO patents (1976-2016). Predict the product of the given reaction. (1) Given the reactants [ClH:1].[CH3:2][C:3]1[CH:8]=[C:7]([NH:9]C2C=CC([N+]([O-])=O)=CC=2)[N:6]2[N:19]=[CH:20][C:21]([C:22]3[CH:27]=[CH:26][C:25]([N:28]4[CH2:33][CH2:32][N:31]([CH3:34])[CH2:30][CH2:29]4)=[CH:24][CH:23]=3)=[C:5]2[N:4]=1.CO, predict the reaction product. The product is: [ClH:1].[NH2:28][C:25]1[CH:26]=[CH:27][C:22]([C:8]2[C:3]([CH3:2])=[N:4][C:5]3[N:6]([N:19]=[CH:20][C:21]=3[C:22]3[CH:23]=[CH:24][C:25]([N:28]4[CH2:29][CH2:30][N:31]([CH3:34])[CH2:32][CH2:33]4)=[CH:26][CH:27]=3)[C:7]=2[NH2:9])=[CH:23][CH:24]=1. (2) The product is: [Br:33][C:8]1[CH:7]=[CH:6][C:5]2[N:4]=[CH:3][C:2]3[NH:1][C:38](=[O:39])[CH2:37][N:12]([C:13]4[CH:18]=[CH:17][C:16]([N:19]5[CH2:20][CH2:21][CH:22]([C:25]([O:27][CH3:28])=[O:26])[CH2:23][CH2:24]5)=[C:15]([C:29]([F:31])([F:30])[F:32])[CH:14]=4)[C:11]=3[C:10]=2[CH:9]=1. Given the reactants [NH2:1][C:2]1[CH:3]=[N:4][C:5]2[C:10]([C:11]=1[NH:12][C:13]1[CH:18]=[CH:17][C:16]([N:19]3[CH2:24][CH2:23][CH:22]([C:25]([O:27][CH3:28])=[O:26])[CH2:21][CH2:20]3)=[C:15]([C:29]([F:32])([F:31])[F:30])[CH:14]=1)=[CH:9][C:8]([Br:33])=[CH:7][CH:6]=2.[H-].[Na+].Br[CH2:37][C:38](OC(C)(C)C)=[O:39], predict the reaction product. (3) Given the reactants C(C1C=C(NC(=O)CCCC2C=CC([B:25]([OH:27])[OH:26])=CC=2)C=CC=1S(CC)(=O)=O)#N.[C:29]([C:31]1[CH:32]=[C:33]([NH:42][C:43](=[O:54])[O:44][CH2:45][CH2:46][C:47]2[CH:52]=[CH:51][C:50](Br)=[CH:49][CH:48]=2)[CH:34]=[CH:35][C:36]=1[S:37]([CH2:40][CH3:41])(=[O:39])=[O:38])#[N:30], predict the reaction product. The product is: [C:29]([C:31]1[CH:32]=[C:33]([NH:42][C:43]([O:44][CH2:45][CH2:46][C:47]2[CH:52]=[CH:51][C:50]([B:25]([OH:27])[OH:26])=[CH:49][CH:48]=2)=[O:54])[CH:34]=[CH:35][C:36]=1[S:37]([CH2:40][CH3:41])(=[O:39])=[O:38])#[N:30]. (4) Given the reactants [CH2:1]([CH:3]([N:6]1[CH:10]=[C:9]([NH:11][C:12](=[O:18])[CH:13]([NH2:17])[CH2:14][CH2:15][CH3:16])[N:8]=[CH:7]1)[CH2:4][CH3:5])[CH3:2].[F:19][C:20]1[CH:21]=[C:22]([CH2:27][C:28](O)=[O:29])[CH:23]=[C:24]([F:26])[CH:25]=1, predict the reaction product. The product is: [CH2:1]([CH:3]([N:6]1[CH:10]=[C:9]([NH:11][C:12](=[O:18])[CH:13]([NH:17][C:28](=[O:29])[CH2:27][C:22]2[CH:21]=[C:20]([F:19])[CH:25]=[C:24]([F:26])[CH:23]=2)[CH2:14][CH2:15][CH3:16])[N:8]=[CH:7]1)[CH2:4][CH3:5])[CH3:2]. (5) Given the reactants [NH2:1][C:2]1[S:3][C:4]([C:7]([NH:9][C@H:10]([C:12]2[N:13]([C:24]3[CH:29]=[CH:28][CH:27]=[CH:26][CH:25]=3)[C:14](=[O:23])[C:15]3[C:20]([CH:21]=2)=[CH:19][CH:18]=[CH:17][C:16]=3[Cl:22])[CH3:11])=[O:8])=[CH:5][N:6]=1.C(N(CC)CC)C.[C:37](Cl)(=[O:39])[CH3:38], predict the reaction product. The product is: [C:37]([NH:1][C:2]1[S:3][C:4]([C:7]([NH:9][C@H:10]([C:12]2[N:13]([C:24]3[CH:25]=[CH:26][CH:27]=[CH:28][CH:29]=3)[C:14](=[O:23])[C:15]3[C:20]([CH:21]=2)=[CH:19][CH:18]=[CH:17][C:16]=3[Cl:22])[CH3:11])=[O:8])=[CH:5][N:6]=1)(=[O:39])[CH3:38]. (6) Given the reactants [C:1]([OH:7])([C:3]([F:6])([F:5])[F:4])=[O:2].[SiH](CC)(CC)CC.[CH3:15][N:16]1[C:20]2[CH:21]=[C:22]([C:25]3[C:29]4[CH:30]=[C:31]5[C:36](=[CH:37][C:28]=4[N:27](C(C4C=CC=CC=4)(C4C=CC=CC=4)C4C=CC=CC=4)[N:26]=3)[NH:35][C:34](=[O:38])[N:33]([C@@H:39]([C:41]3[CH:46]=[CH:45][CH:44]=[CH:43][CH:42]=3)[CH3:40])[C:32]5=[O:47])[CH:23]=[CH:24][C:19]=2[N:18]=[N:17]1, predict the reaction product. The product is: [F:4][C:3]([F:6])([F:5])[C:1]([OH:7])=[O:2].[CH3:15][N:16]1[C:20]2[CH:21]=[C:22]([C:25]3[C:29]4[CH:30]=[C:31]5[C:36](=[CH:37][C:28]=4[NH:27][N:26]=3)[NH:35][C:34](=[O:38])[N:33]([C@@H:39]([C:41]3[CH:46]=[CH:45][CH:44]=[CH:43][CH:42]=3)[CH3:40])[C:32]5=[O:47])[CH:23]=[CH:24][C:19]=2[N:18]=[N:17]1. (7) Given the reactants C1(P(C2CCCCC2)C2C=CC=CC=2C2C(OC)=CC=CC=2OC)CCCCC1.P([O-])([O-])([O-])=O.[K+].[K+].[K+].[CH3:38][O:39][C:40](=[O:50])[CH2:41][C:42]1[CH:47]=[CH:46][C:45](Cl)=[CH:44][C:43]=1[F:49].[CH2:51]([C:53]([C:76]1[CH:81]=[CH:80][C:79](B2OC(C)(C)C(C)(C)O2)=[C:78]([CH3:91])[CH:77]=1)([C:56]1[CH:61]=[CH:60][C:59]([C:62]#[C:63][C:64]2([O:70][Si:71]([CH3:74])([CH3:73])[CH3:72])[CH2:69][CH2:68][CH2:67][CH2:66][CH2:65]2)=[C:58]([CH3:75])[CH:57]=1)[CH2:54][CH3:55])[CH3:52], predict the reaction product. The product is: [CH3:38][O:39][C:40](=[O:50])[CH2:41][C:42]1[CH:47]=[CH:46][C:45]([C:79]2[CH:80]=[CH:81][C:76]([C:53]([CH2:54][CH3:55])([C:56]3[CH:61]=[CH:60][C:59]([C:62]#[C:63][C:64]4([O:70][Si:71]([CH3:73])([CH3:74])[CH3:72])[CH2:69][CH2:68][CH2:67][CH2:66][CH2:65]4)=[C:58]([CH3:75])[CH:57]=3)[CH2:51][CH3:52])=[CH:77][C:78]=2[CH3:91])=[CH:44][C:43]=1[F:49]. (8) Given the reactants Cl.Cl.Cl.[O:4]1[C:12]2[CH:11]=[CH:10][N:9]=[C:8]([N:13]3[CH2:18][CH2:17][N:16]([CH2:19][CH2:20][C@H:21]4[CH2:26][CH2:25][C@H:24]([NH2:27])[CH2:23][CH2:22]4)[CH2:15][CH2:14]3)[C:7]=2[CH2:6][CH2:5]1.[C:28](O)(=[O:33])[CH2:29]/[CH:30]=[CH:31]/[CH3:32], predict the reaction product. The product is: [O:4]1[C:12]2[CH:11]=[CH:10][N:9]=[C:8]([N:13]3[CH2:18][CH2:17][N:16]([CH2:19][CH2:20][C@H:21]4[CH2:26][CH2:25][C@H:24]([NH:27][C:28](=[O:33])[CH2:29]/[CH:30]=[CH:31]/[CH3:32])[CH2:23][CH2:22]4)[CH2:15][CH2:14]3)[C:7]=2[CH2:6][CH2:5]1.